This data is from Drug-target binding data from BindingDB using IC50 measurements. The task is: Regression. Given a target protein amino acid sequence and a drug SMILES string, predict the binding affinity score between them. We predict pIC50 (pIC50 = -log10(IC50 in M); higher means more potent). Dataset: bindingdb_ic50. (1) The drug is CC[C@H](C)[C@H](NC(=O)[C@H](CCCCN)NC(=O)[C@H](CCCNC(=N)N)NC(=O)[C@H](CC(C)C)NC(=O)[C@H](CCC(N)=O)NC(=O)[C@H](C)NC(=O)[C@H](C)NC(=O)[C@H](Cc1ccccc1)NC(=O)[C@H](CCC(=O)O)NC(=O)[C@@H]1CCCN1C(=O)[C@@H]1CCCN1C(=O)[C@H](CC(C)C)NC(=O)[C@H](CCC(=O)O)NC(=O)[C@H](C)NC(C)=O)C(=O)NCC(=O)N[C@@H](CC(=O)O)C(=O)N[C@@H](CCCCN)C(=O)N[C@H](C(=O)N[C@@H](Cc1ccc(O)cc1)C(=O)N[C@@H](CS)C(N)=O)C(C)C. The target protein sequence is MHHHHHHSSGVDLGTENLYFQSMTDCEFGYIYRLAQDYLQCVLQIPQPGSGPSKTSRVLQNVAFSVQKEVEKNLKSCLDNVNVVSVDTARTLFNQVMEKEFEDGIINWGRIVTIFAFEGILIKKLLRQQIAPDVDTYKEISYFVAEFIMNNTGEWIRQNGGWENGFVKKFE. The pIC50 is 6.0. (2) The small molecule is C[C@H]1C[C@H](O)[C@@H]2C(=O)c3c(O)cccc3O[C@]2(C)[C@H]1O. The target protein (P47199) has sequence MATGQKLMRAIRVFEFGGPEVLKLQSDVVVPVPQSHQVLIKVHACGVNPVETYIRSGAYSRKPALPYTPGSDVAGIIESVGDKVSAFKKGDRVFCYSTVSGGYAEFALAADDTIYPLPETLNFRQGAALGIPYFTACRALFHSARARAGESVLVHGASGGVGLATCQIARAHGLKVLGTAGSEEGKKLVLQNGAHEVFNHKEANYIDKIKMSVGDKDKGVDVIIEMLANENLSNDLKLLSHGGRVVVVGCRGPIEINPRDTMAKETSIIGVSLSSSTKEEFQQFAGLLQAGIEKGWVKPVIGSEYPLEKAAQAHEDIIHGSGKTGKMILLL. The pIC50 is 4.3.